Dataset: Full USPTO retrosynthesis dataset with 1.9M reactions from patents (1976-2016). Task: Predict the reactants needed to synthesize the given product. (1) Given the product [O:29]=[S:25]1(=[O:30])[CH2:26][CH2:27][CH2:28][N:24]1[CH2:23][CH2:22][C@@:13]1([C:16]2[CH:21]=[CH:20][CH:19]=[CH:18][CH:17]=2)[O:12][C:11](=[O:31])[N:10]([C@H:8]([C:5]2[CH:6]=[CH:7][C:2]([C:37]3[CH:36]=[CH:35][N:34]=[C:33]([CH3:32])[CH:38]=3)=[CH:3][CH:4]=2)[CH3:9])[CH2:15][CH2:14]1, predict the reactants needed to synthesize it. The reactants are: Br[C:2]1[CH:7]=[CH:6][C:5]([C@@H:8]([N:10]2[CH2:15][CH2:14][C@:13]([CH2:22][CH2:23][N:24]3[CH2:28][CH2:27][CH2:26][S:25]3(=[O:30])=[O:29])([C:16]3[CH:21]=[CH:20][CH:19]=[CH:18][CH:17]=3)[O:12][C:11]2=[O:31])[CH3:9])=[CH:4][CH:3]=1.[CH3:32][C:33]1[CH:38]=[C:37](B(O)O)[CH:36]=[CH:35][N:34]=1. (2) Given the product [N:11]1([C:16]2([CH2:19][OH:20])[CH2:18][CH2:17]2)[CH:15]=[CH:14][N:13]=[CH:12]1, predict the reactants needed to synthesize it. The reactants are: [H-].C([Al+]CC(C)C)C(C)C.[N:11]1([C:16]2([C:19](OCC)=[O:20])[CH2:18][CH2:17]2)[CH:15]=[CH:14][N:13]=[CH:12]1.[Cl-].[NH4+]. (3) The reactants are: [Cl:1][C:2]1[CH:22]=[CH:21][C:5]([O:6][C:7]2[CH:8]=[C:9]([NH:13][CH2:14][CH:15]([OH:20])[C:16]([F:19])([F:18])[F:17])[CH:10]=[CH:11][CH:12]=2)=[CH:4][C:3]=1[CH2:23][CH3:24].[CH:25]1([CH:31]=O)[CH2:30][CH2:29][CH2:28][CH2:27][CH2:26]1.C(O[BH-](OC(=O)C)OC(=O)C)(=O)C.[Na+].C(O)(=O)C. Given the product [Cl:1][C:2]1[CH:22]=[CH:21][C:5]([O:6][C:7]2[CH:8]=[C:9]([N:13]([CH2:31][CH:25]3[CH2:30][CH2:29][CH2:28][CH2:27][CH2:26]3)[CH2:14][CH:15]([OH:20])[C:16]([F:18])([F:19])[F:17])[CH:10]=[CH:11][CH:12]=2)=[CH:4][C:3]=1[CH2:23][CH3:24], predict the reactants needed to synthesize it.